Dataset: Reaction yield outcomes from USPTO patents with 853,638 reactions. Task: Predict the reaction yield, written as a fraction of the theoretical maximum amount of product (1.0 means a 100% yield; for example, 0.34 means a 34% yield). (1) The reactants are [N+:1]([C:4]1[CH:9]=[CH:8][C:7]([NH:10][C:11]([NH:13][C:14]2[CH:15]=[C:16]3[C:20](=[CH:21][CH:22]=2)[N:19]([CH2:23][CH2:24][N:25]2[CH2:29][CH2:28][CH2:27][CH2:26]2)[N:18]=[CH:17]3)=[O:12])=[CH:6][CH:5]=1)([O-])=O.[Cl-].[NH4+]. The catalyst is [Fe].C(O)C.O. The product is [NH2:1][C:4]1[CH:9]=[CH:8][C:7]([NH:10][C:11]([NH:13][C:14]2[CH:15]=[C:16]3[C:20](=[CH:21][CH:22]=2)[N:19]([CH2:23][CH2:24][N:25]2[CH2:26][CH2:27][CH2:28][CH2:29]2)[N:18]=[CH:17]3)=[O:12])=[CH:6][CH:5]=1. The yield is 0.920. (2) The reactants are C[O:2][C:3]([C:5]1[O:9][N:8]=[C:7]([C:10]([CH3:13])([CH3:12])[CH3:11])[CH:6]=1)=[O:4].[OH-].[Na+]. The catalyst is CO. The product is [C:10]([C:7]1[CH:6]=[C:5]([C:3]([OH:4])=[O:2])[O:9][N:8]=1)([CH3:13])([CH3:11])[CH3:12]. The yield is 0.810.